Task: Predict which catalyst facilitates the given reaction.. Dataset: Catalyst prediction with 721,799 reactions and 888 catalyst types from USPTO (1) Reactant: [CH2:1]([O:3][C:4]([C:6]1[N:7]([S:14]([CH3:17])(=[O:16])=[O:15])[CH:8]=[C:9]([N+:11]([O-])=O)[CH:10]=1)=[O:5])[CH3:2].[H][H]. Product: [CH2:1]([O:3][C:4]([C:6]1[N:7]([S:14]([CH3:17])(=[O:16])=[O:15])[CH:8]=[C:9]([NH2:11])[CH:10]=1)=[O:5])[CH3:2]. The catalyst class is: 29. (2) Reactant: [Cl:1][C:2]1[NH:7][C:6]2=[CH:8][CH:9]=[N:10][C:5]2=[C:4]([Cl:11])[N:3]=1.C1C(=O)N([I:19])C(=O)C1. Product: [I:19][C:8]1[CH:9]=[N:10][C:5]2[C:6]=1[NH:7][C:2]([Cl:1])=[N:3][C:4]=2[Cl:11]. The catalyst class is: 1. (3) Reactant: CN(C(ON1N=NC2C=CC=NC1=2)=[N+](C)C)C.F[P-](F)(F)(F)(F)F.[NH2:25][CH2:26][C:27](=[C:29]1[CH2:34][CH2:33][CH2:32][N:31]([C:35]2[C:44]([O:45][CH3:46])=[C:43]3[C:38]([C:39](=[O:53])[C:40]([C:50]([OH:52])=[O:51])=[CH:41][N:42]3[CH:47]3[CH2:49][CH2:48]3)=[CH:37][C:36]=2[F:54])[CH2:30]1)[F:28].[C:55]([O:59][C:60]([N:62]([CH3:68])[C@@H:63]([CH3:67])[C:64](O)=[O:65])=[O:61])([CH3:58])([CH3:57])[CH3:56].CCN(CC)CC. Product: [C:55]([O:59][C:60]([N:62]([CH3:68])[C@@H:63]([CH3:67])[C:64]([NH:25][CH2:26][C:27](=[C:29]1[CH2:34][CH2:33][CH2:32][N:31]([C:35]2[C:44]([O:45][CH3:46])=[C:43]3[C:38]([C:39](=[O:53])[C:40]([C:50]([OH:52])=[O:51])=[CH:41][N:42]3[CH:47]3[CH2:49][CH2:48]3)=[CH:37][C:36]=2[F:54])[CH2:30]1)[F:28])=[O:65])=[O:61])([CH3:58])([CH3:57])[CH3:56]. The catalyst class is: 674. (4) Reactant: [CH3:1][O:2][C:3](=[O:35])[NH:4][C:5]1[CH:10]=[CH:9][CH:8]=[CH:7][C:6]=1[C:11](=[C:25]1[CH2:30][CH2:29][N:28]([CH2:31][CH2:32][CH2:33][CH3:34])[CH2:27][CH2:26]1)[C:12]1[CH:17]=[CH:16][C:15]([C:18]([N:20]([CH2:23][CH3:24])[CH2:21][CH3:22])=[O:19])=[CH:14][CH:13]=1.[NH2:36][C:37]1C=CC=C[C:38]=1C(=C1CCN(CC2C=CC=CN=2)CC1)C1C=CC(C(N(CC)CC)=O)=CC=1.ClC(OC)=O. Product: [CH2:21]([N:20]([CH2:23][CH3:24])[C:18]([C:15]1[CH:16]=[CH:17][C:12]([C:11](=[C:25]2[CH2:30][CH2:29][N:28]([CH2:31][C:32]3[CH:33]=[CH:34][CH:38]=[CH:37][N:36]=3)[CH2:27][CH2:26]2)[C:6]2[CH:7]=[CH:8][CH:9]=[CH:10][C:5]=2[NH:4][C:3](=[O:35])[O:2][CH3:1])=[CH:13][CH:14]=1)=[O:19])[CH3:22]. The catalyst class is: 401.